Dataset: NCI-60 drug combinations with 297,098 pairs across 59 cell lines. Task: Regression. Given two drug SMILES strings and cell line genomic features, predict the synergy score measuring deviation from expected non-interaction effect. (1) Drug 1: C1CCC(CC1)NC(=O)N(CCCl)N=O. Drug 2: CN(CC1=CN=C2C(=N1)C(=NC(=N2)N)N)C3=CC=C(C=C3)C(=O)NC(CCC(=O)O)C(=O)O. Cell line: RXF 393. Synergy scores: CSS=15.5, Synergy_ZIP=-5.58, Synergy_Bliss=-0.559, Synergy_Loewe=-5.51, Synergy_HSA=0.988. (2) Drug 1: CC1C(C(CC(O1)OC2CC(CC3=C2C(=C4C(=C3O)C(=O)C5=C(C4=O)C(=CC=C5)OC)O)(C(=O)CO)O)N)O.Cl. Drug 2: C1=CC(=C2C(=C1NCCNCCO)C(=O)C3=C(C=CC(=C3C2=O)O)O)NCCNCCO. Cell line: UACC62. Synergy scores: CSS=44.0, Synergy_ZIP=3.08, Synergy_Bliss=3.43, Synergy_Loewe=5.28, Synergy_HSA=6.25. (3) Drug 1: C1=CC=C(C(=C1)C(C2=CC=C(C=C2)Cl)C(Cl)Cl)Cl. Drug 2: CN(CC1=CN=C2C(=N1)C(=NC(=N2)N)N)C3=CC=C(C=C3)C(=O)NC(CCC(=O)O)C(=O)O. Cell line: OVCAR-8. Synergy scores: CSS=59.1, Synergy_ZIP=2.19, Synergy_Bliss=-2.16, Synergy_Loewe=-33.3, Synergy_HSA=-3.87. (4) Synergy scores: CSS=33.4, Synergy_ZIP=2.54, Synergy_Bliss=2.20, Synergy_Loewe=-2.16, Synergy_HSA=-0.116. Cell line: BT-549. Drug 2: C1=C(C(=O)NC(=O)N1)F. Drug 1: C1CCC(C1)C(CC#N)N2C=C(C=N2)C3=C4C=CNC4=NC=N3. (5) Drug 1: CC1C(C(=O)NC(C(=O)N2CCCC2C(=O)N(CC(=O)N(C(C(=O)O1)C(C)C)C)C)C(C)C)NC(=O)C3=C4C(=C(C=C3)C)OC5=C(C(=O)C(=C(C5=N4)C(=O)NC6C(OC(=O)C(N(C(=O)CN(C(=O)C7CCCN7C(=O)C(NC6=O)C(C)C)C)C)C(C)C)C)N)C. Drug 2: CN1C(=O)N2C=NC(=C2N=N1)C(=O)N. Cell line: MCF7. Synergy scores: CSS=18.2, Synergy_ZIP=1.49, Synergy_Bliss=1.79, Synergy_Loewe=-11.1, Synergy_HSA=-1.62. (6) Drug 1: CC12CCC(CC1=CCC3C2CCC4(C3CC=C4C5=CN=CC=C5)C)O. Drug 2: CN(C)N=NC1=C(NC=N1)C(=O)N. Cell line: HOP-62. Synergy scores: CSS=-4.95, Synergy_ZIP=0.582, Synergy_Bliss=-4.30, Synergy_Loewe=-12.3, Synergy_HSA=-7.95. (7) Drug 1: CC1(CCCN1)C2=NC3=C(C=CC=C3N2)C(=O)N. Drug 2: CNC(=O)C1=NC=CC(=C1)OC2=CC=C(C=C2)NC(=O)NC3=CC(=C(C=C3)Cl)C(F)(F)F. Cell line: HT29. Synergy scores: CSS=54.4, Synergy_ZIP=2.53, Synergy_Bliss=2.98, Synergy_Loewe=-15.3, Synergy_HSA=1.29.